From a dataset of Catalyst prediction with 721,799 reactions and 888 catalyst types from USPTO. Predict which catalyst facilitates the given reaction. (1) Reactant: [S:1]1[C:5]2[CH:6]=[CH:7][C:8]([NH:10][C:11]3[C:20]4[C:15](=[CH:16][C:17]([O:26][CH:27]([CH3:29])[CH3:28])=[C:18]([S:21][C:22]([CH3:25])([CH3:24])[CH3:23])[CH:19]=4)[N:14]=[CH:13][N:12]=3)=[CH:9][C:4]=2[N:3]=[CH:2]1.[OH:30]OS([O-])=O.[K+].[OH2:36]. The catalyst class is: 5. Product: [C:22]([S:21]([C:18]1[CH:19]=[C:20]2[C:15](=[CH:16][C:17]=1[O:26][CH:27]([CH3:29])[CH3:28])[N:14]=[CH:13][N:12]=[C:11]2[NH:10][C:8]1[CH:7]=[CH:6][C:5]2[S:1][CH:2]=[N:3][C:4]=2[CH:9]=1)(=[O:30])=[O:36])([CH3:23])([CH3:24])[CH3:25]. (2) Reactant: [Br:1][C:2]1[N:10]([CH2:11][O:12][CH2:13][CH3:14])[C:9]2[C:8](=[O:15])[NH:7][C:6](=[O:16])[N:5]([CH3:17])[C:4]=2[N:3]=1.[H-].[Na+].[C:20]([O:23][C@H:24]([CH3:30])[CH2:25][CH2:26][CH2:27][CH2:28]Cl)(=[O:22])[CH3:21]. Product: [C:20]([O:23][C@H:24]([CH3:30])[CH2:25][CH2:26][CH2:27][CH2:28][N:7]1[C:8](=[O:15])[C:9]2[N:10]([CH2:11][O:12][CH2:13][CH3:14])[C:2]([Br:1])=[N:3][C:4]=2[N:5]([CH3:17])[C:6]1=[O:16])(=[O:22])[CH3:21]. The catalyst class is: 16. (3) Reactant: [OH:1][C:2]1[CH:3]=[C:4]([CH:10]=[CH:11][C:12]=1[N+:13]([O-:15])=[O:14])[C:5]([O:7][CH2:8][CH3:9])=[O:6].C([O-])([O-])=O.[K+].[K+].[CH3:22][C:23]1[CH:30]=[CH:29][CH:28]=[C:27]([CH3:31])[C:24]=1[CH2:25]Cl. Product: [CH3:22][C:23]1[CH:30]=[CH:29][CH:28]=[C:27]([CH3:31])[C:24]=1[CH2:25][O:1][C:2]1[CH:3]=[C:4]([CH:10]=[CH:11][C:12]=1[N+:13]([O-:15])=[O:14])[C:5]([O:7][CH2:8][CH3:9])=[O:6]. The catalyst class is: 3. (4) The catalyst class is: 11. Reactant: [CH2:1]([O:3][C:4]([C:6]1[C:11]([O:12][CH2:13][CH3:14])=[C:10](Cl)[N:9]=[C:8]([Cl:16])[N:7]=1)=[O:5])[CH3:2].[NH:17]1[CH2:22][CH2:21][O:20][CH2:19][CH2:18]1.O. Product: [CH2:1]([O:3][C:4]([C:6]1[C:11]([O:12][CH2:13][CH3:14])=[C:10]([N:17]2[CH2:22][CH2:21][O:20][CH2:19][CH2:18]2)[N:9]=[C:8]([Cl:16])[N:7]=1)=[O:5])[CH3:2].